Dataset: Full USPTO retrosynthesis dataset with 1.9M reactions from patents (1976-2016). Task: Predict the reactants needed to synthesize the given product. Given the product [OH:1][C@H:2]([CH2:6][C:7]1[CH:15]=[C:14]([CH3:16])[C:13]2[C:9](=[CH:10][N:11]([CH2:17][O:18][CH2:19][CH2:20][Si:21]([CH3:23])([CH3:22])[CH3:24])[N:12]=2)[CH:8]=1)[C:3]([N:43]1[CH2:44][CH2:45][CH:40]([N:34]2[CH2:39][CH2:38][CH2:37][CH2:36][CH2:35]2)[CH2:41][CH2:42]1)=[O:5], predict the reactants needed to synthesize it. The reactants are: [OH:1][C@H:2]([CH2:6][C:7]1[CH:15]=[C:14]([CH3:16])[C:13]2[C:9](=[CH:10][N:11]([CH2:17][O:18][CH2:19][CH2:20][Si:21]([CH3:24])([CH3:23])[CH3:22])[N:12]=2)[CH:8]=1)[C:3]([OH:5])=O.C(N(C(C)C)CC)(C)C.[N:34]1([CH:40]2[CH2:45][CH2:44][NH:43][CH2:42][CH2:41]2)[CH2:39][CH2:38][CH2:37][CH2:36][CH2:35]1.C1CN([P+](ON2N=NC3C=CC=CC2=3)(N2CCCC2)N2CCCC2)CC1.F[P-](F)(F)(F)(F)F.